From a dataset of Forward reaction prediction with 1.9M reactions from USPTO patents (1976-2016). Predict the product of the given reaction. (1) Given the reactants [OH:1][CH2:2][CH2:3][N:4]1[CH2:9][CH2:8][CH2:7][NH:6][C:5]1=[O:10].C(N(CC)CC)C.[C:18]([Si:22](Cl)([C:29]1[CH:34]=[CH:33][CH:32]=[CH:31][CH:30]=1)[C:23]1[CH:28]=[CH:27][CH:26]=[CH:25][CH:24]=1)([CH3:21])([CH3:20])[CH3:19].O, predict the reaction product. The product is: [C:18]([Si:22]([C:29]1[CH:34]=[CH:33][CH:32]=[CH:31][CH:30]=1)([C:23]1[CH:24]=[CH:25][CH:26]=[CH:27][CH:28]=1)[O:1][CH2:2][CH2:3][N:4]1[CH2:9][CH2:8][CH2:7][NH:6][C:5]1=[O:10])([CH3:21])([CH3:19])[CH3:20]. (2) Given the reactants [O:1]1[CH2:6][CH2:5][N:4]([CH2:7][CH2:8][O:9][C:10]2[CH:19]=[CH:18][C:13]([C:14]([O:16]C)=[O:15])=[CH:12][CH:11]=2)[CH2:3][CH2:2]1.[OH-].[Na+], predict the reaction product. The product is: [O:1]1[CH2:6][CH2:5][N:4]([CH2:7][CH2:8][O:9][C:10]2[CH:19]=[CH:18][C:13]([C:14]([OH:16])=[O:15])=[CH:12][CH:11]=2)[CH2:3][CH2:2]1. (3) The product is: [NH2:43][C:44]1[C:45]([C:51]([O:53][CH3:54])=[O:52])=[N:46][C:47]([C:15]2[CH:20]=[CH:19][C:18]([S:21]([N:24]3[CH2:29][CH2:28][N:27]([CH3:30])[CH2:26][CH2:25]3)(=[O:23])=[O:22])=[CH:17][CH:16]=2)=[CH:48][N:49]=1. Given the reactants B(OC(C)C)(OC(C)C)OC(C)C.Br[C:15]1[CH:20]=[CH:19][C:18]([S:21]([N:24]2[CH2:29][CH2:28][N:27]([CH3:30])[CH2:26][CH2:25]2)(=[O:23])=[O:22])=[CH:17][CH:16]=1.C([Li])CCC.Cl.C(=O)([O-])[O-].[Na+].[Na+].[NH2:43][C:44]1[C:45]([C:51]([O:53][CH3:54])=[O:52])=[N:46][C:47](Br)=[CH:48][N:49]=1, predict the reaction product. (4) Given the reactants [N:1]1([CH2:7][CH2:8][CH2:9][O:10][C:11]2[CH:16]=[CH:15][C:14]([C:17]3[O:18][CH2:19][CH:20]([CH2:22]O)[N:21]=3)=[CH:13][CH:12]=2)[CH2:6][CH2:5][CH2:4][CH2:3][CH2:2]1.C(N(CC)CC)C.CS(Cl)(=O)=O.[NH:36]1[CH2:41][CH2:40][CH2:39][CH2:38][CH2:37]1, predict the reaction product. The product is: [N:36]1([CH2:22][CH:20]2[CH2:19][O:18][C:17]([C:14]3[CH:13]=[CH:12][C:11]([O:10][CH2:9][CH2:8][CH2:7][N:1]4[CH2:2][CH2:3][CH2:4][CH2:5][CH2:6]4)=[CH:16][CH:15]=3)=[N:21]2)[CH2:41][CH2:40][CH2:39][CH2:38][CH2:37]1.